Predict the product of the given reaction. From a dataset of Forward reaction prediction with 1.9M reactions from USPTO patents (1976-2016). Given the reactants [Cl:1][C:2]1[CH:3]=[C:4]([CH2:30][C:31]([O:33][CH3:34])=[O:32])[CH:5]=[CH:6][C:7]=1[O:8][C:9]1[C:26]([N+:27]([O-])=O)=[CH:25][C:12]2[N:13]=[C:14]([CH3:24])[N:15]([CH2:16][O:17][CH2:18][CH2:19][Si:20]([CH3:23])([CH3:22])[CH3:21])[C:11]=2[CH:10]=1.O.O.[Sn](Cl)(Cl)(Cl)Cl, predict the reaction product. The product is: [NH2:27][C:26]1[C:9]([O:8][C:7]2[CH:6]=[CH:5][C:4]([CH2:30][C:31]([O:33][CH3:34])=[O:32])=[CH:3][C:2]=2[Cl:1])=[CH:10][C:11]2[N:15]([CH2:16][O:17][CH2:18][CH2:19][Si:20]([CH3:21])([CH3:23])[CH3:22])[C:14]([CH3:24])=[N:13][C:12]=2[CH:25]=1.